Dataset: Catalyst prediction with 721,799 reactions and 888 catalyst types from USPTO. Task: Predict which catalyst facilitates the given reaction. (1) Reactant: Cl.[CH3:2][C:3]1([S:9]([C:12]2[CH:17]=[CH:16][CH:15]=[C:14]([C:18]([F:21])([F:20])[F:19])[CH:13]=2)(=[O:11])=[O:10])[CH2:8][CH2:7][NH:6][CH2:5][CH2:4]1.CCN(C(C)C)C(C)C.[Cl:31][CH2:32][C:33](Cl)=[O:34]. Product: [Cl:31][CH2:32][C:33]([N:6]1[CH2:5][CH2:4][C:3]([CH3:2])([S:9]([C:12]2[CH:17]=[CH:16][CH:15]=[C:14]([C:18]([F:21])([F:19])[F:20])[CH:13]=2)(=[O:10])=[O:11])[CH2:8][CH2:7]1)=[O:34]. The catalyst class is: 2. (2) Reactant: N12CCN(CC1)CC2.[Cl:9][C:10]1[NH:14][C:13]2[CH:15]=[CH:16][CH:17]=[CH:18][C:12]=2[N:11]=1.[CH3:19][N:20]([CH3:25])[S:21](Cl)(=[O:23])=[O:22]. Product: [Cl:9][C:10]1[N:14]([S:21]([N:20]([CH3:25])[CH3:19])(=[O:23])=[O:22])[C:13]2[CH:15]=[CH:16][CH:17]=[CH:18][C:12]=2[N:11]=1. The catalyst class is: 18. (3) Reactant: [CH3:1][C:2]1[S:12][C:5]2[N:6]=[C:7]([CH3:11])[CH:8]=[C:9]([NH2:10])[C:4]=2[C:3]=1[C:13]1[CH:18]=[CH:17][CH:16]=[C:15]([O:19][CH3:20])[CH:14]=1.[Li+].C[Si]([N-][Si](C)(C)C)(C)C.[C:31]1([CH2:37][S:38](Cl)(=[O:40])=[O:39])[CH:36]=[CH:35][CH:34]=[CH:33][CH:32]=1. Product: [CH3:1][C:2]1[S:12][C:5]2=[N:6][C:7]([CH3:11])=[CH:8][C:9]([NH:10][S:38]([CH2:37][C:31]3[CH:36]=[CH:35][CH:34]=[CH:33][CH:32]=3)(=[O:40])=[O:39])=[C:4]2[C:3]=1[C:13]1[CH:18]=[CH:17][CH:16]=[C:15]([O:19][CH3:20])[CH:14]=1. The catalyst class is: 20. (4) Product: [Cl:14][C:15]1[CH:20]=[CH:19][C:18]([CH2:21][C:22]2[O:23][CH:2]=[N:1][C:3]=2[C:4]([O:6][CH2:7][CH3:8])=[O:5])=[CH:17][CH:16]=1. The catalyst class is: 7. Reactant: [N+:1]([CH2:3][C:4]([O:6][CH2:7][CH3:8])=[O:5])#[C-:2].C([Li])CCC.[Cl:14][C:15]1[CH:20]=[CH:19][C:18]([CH2:21][C:22](Cl)=[O:23])=[CH:17][CH:16]=1.C(O)(=O)C. (5) Reactant: O[CH:2]1[CH2:7][CH2:6][C:5]([CH3:13])([C:8]([O:10][CH2:11][CH3:12])=[O:9])[CH2:4][CH2:3]1.C1(P(C2C=CC=CC=2)C2C=CC=CC=2)C=CC=CC=1.[C:33]1(=[O:43])[NH:37][C:36](=[O:38])[C:35]2=[CH:39][CH:40]=[CH:41][CH:42]=[C:34]12.CC(OC(/N=N/C(OC(C)C)=O)=O)C. Product: [O:38]=[C:36]1[C:35]2[C:34](=[CH:42][CH:41]=[CH:40][CH:39]=2)[C:33](=[O:43])[N:37]1[CH:2]1[CH2:7][CH2:6][C:5]([CH3:13])([C:8]([O:10][CH2:11][CH3:12])=[O:9])[CH2:4][CH2:3]1. The catalyst class is: 1. (6) Reactant: C1(N=C=NC2CCCCC2)CCCCC1.[C:16]([OH:35])(=[O:34])[CH2:17][CH2:18][CH2:19][CH2:20][CH2:21][CH2:22][CH2:23][CH2:24][CH2:25][CH2:26][CH2:27][CH2:28][CH2:29][CH2:30][CH2:31][CH2:32][CH3:33].[CH:36]([O:38][CH2:39][CH2:40][CH2:41][CH2:42]O)=[CH2:37].CN(C1C=CC=CN=1)C. Product: [C:16]([O:35][CH2:42][CH2:41][CH2:40][CH2:39][O:38][CH:36]=[CH2:37])(=[O:34])[CH2:17][CH2:18][CH2:19][CH2:20][CH2:21][CH2:22][CH2:23][CH2:24][CH2:25][CH2:26][CH2:27][CH2:28][CH2:29][CH2:30][CH2:31][CH2:32][CH3:33]. The catalyst class is: 2.